From a dataset of Full USPTO retrosynthesis dataset with 1.9M reactions from patents (1976-2016). Predict the reactants needed to synthesize the given product. (1) Given the product [Cl:1][C:2]1[CH:7]=[CH:6][C:5]([NH:8][C:9](=[O:32])[CH2:10][C:11]2[C:20]3[C:15](=[CH:16][CH:17]=[C:18]([OH:21])[CH:19]=3)[CH:14]=[CH:13][CH:12]=2)=[CH:4][C:3]=1[C:33]([F:34])([F:35])[F:36], predict the reactants needed to synthesize it. The reactants are: [Cl:1][C:2]1[CH:7]=[CH:6][C:5]([NH:8][C:9](=[O:32])[CH2:10][C:11]2[C:20]3[C:15](=[CH:16][CH:17]=[C:18]([O:21][Si](C(C)C)(C(C)C)C(C)C)[CH:19]=3)[CH:14]=[CH:13][CH:12]=2)=[CH:4][C:3]=1[C:33]([F:36])([F:35])[F:34].[F-].C([N+](CCCC)(CCCC)CCCC)CCC. (2) Given the product [Cl:45][C:25]1[CH:26]=[CH:27][C:22]([N:21]([CH2:20][C@@H:10]2[C@@H:11]([CH2:13][C:14]3[CH:15]=[CH:16][CH:17]=[CH:18][CH:19]=3)[CH2:12][N:8]([CH2:1][C:2]3[CH:3]=[CH:4][CH:5]=[CH:6][CH:7]=3)[CH2:9]2)[C:29]2[CH:34]=[CH:33][CH:32]=[CH:31][CH:30]=2)=[CH:23][CH:24]=1, predict the reactants needed to synthesize it. The reactants are: [CH2:1]([N:8]1[CH2:12][C@H:11]([CH2:13][C:14]2[CH:19]=[CH:18][CH:17]=[CH:16][CH:15]=2)[C@@H:10]([CH2:20][NH:21][C:22]2[CH:27]=[CH:26][CH:25]=[CH:24][CH:23]=2)[CH2:9]1)[C:2]1[CH:7]=[CH:6][CH:5]=[CH:4][CH:3]=1.Br[C:29]1[CH:34]=[CH:33][C:32](I)=[CH:31][CH:30]=1.C([O-])([O-])=O.[K+].[K+].[Na+].[I-].C(Cl)(Cl)[Cl:45]. (3) Given the product [C:1]1([O:11][CH2:12][C:13]([NH:15][C@H:16]([C:20]([NH:22][CH:23]([C:32](=[O:35])[CH2:33][F:34])[CH2:24][C:25]([O:27][C:28]([CH3:29])([CH3:31])[CH3:30])=[O:26])=[O:21])[CH:17]([CH3:18])[CH3:19])=[O:14])[C:10]2[C:5](=[CH:6][CH:7]=[CH:8][CH:9]=2)[CH:4]=[CH:3][CH:2]=1, predict the reactants needed to synthesize it. The reactants are: [C:1]1([O:11][CH2:12][C:13]([NH:15][C@H:16]([C:20]([NH:22][CH:23]([CH:32]([OH:35])[CH2:33][F:34])[CH2:24][C:25]([O:27][C:28]([CH3:31])([CH3:30])[CH3:29])=[O:26])=[O:21])[CH:17]([CH3:19])[CH3:18])=[O:14])[C:10]2[C:5](=[CH:6][CH:7]=[CH:8][CH:9]=2)[CH:4]=[CH:3][CH:2]=1.C[N+]1([O-])CCOCC1. (4) The reactants are: C[O:2][C:3]1[CH:4]=[CH:5][C:6]([C:13](=[O:15])[CH3:14])=[C:7]2[C:12]=1[CH2:11][CH2:10][CH2:9][CH2:8]2.[Al+3].[Cl-].[Cl-].[Cl-]. Given the product [OH:2][C:3]1[CH:4]=[CH:5][C:6]([C:13](=[O:15])[CH3:14])=[C:7]2[C:12]=1[CH2:11][CH2:10][CH2:9][CH2:8]2, predict the reactants needed to synthesize it.